This data is from Catalyst prediction with 721,799 reactions and 888 catalyst types from USPTO. The task is: Predict which catalyst facilitates the given reaction. (1) Reactant: [OH:1][N:2]=[CH:3][C:4]1[N:9]=[C:8]2[CH2:10][O:11][C:12]3([CH2:15][N:14]([C:16]([O:18][C:19]([CH3:22])([CH3:21])[CH3:20])=[O:17])[CH2:13]3)[C:7]2=[CH:6][CH:5]=1.C1C(=O)N(Cl)C(=O)C1.[Cl:31][C:32]1[CH:37]=[C:36]([C:38]([C:40]([F:43])([F:42])[F:41])=[CH2:39])[CH:35]=[C:34]([Cl:44])[C:33]=1[F:45]. Product: [Cl:31][C:32]1[CH:37]=[C:36]([C:38]2([C:40]([F:43])([F:42])[F:41])[O:1][N:2]=[C:3]([C:4]3[N:9]=[C:8]4[CH2:10][O:11][C:12]5([CH2:15][N:14]([C:16]([O:18][C:19]([CH3:22])([CH3:21])[CH3:20])=[O:17])[CH2:13]5)[C:7]4=[CH:6][CH:5]=3)[CH2:39]2)[CH:35]=[C:34]([Cl:44])[C:33]=1[F:45]. The catalyst class is: 3. (2) Reactant: C1C=CN=CC=1.[CH:7]1[C:8]2[C:21]3=[CH:22][C@H:23]([OH:31])[C@H:24]4[O:29][P:27]([OH:30])(=[O:28])[O:26][C@H:25]4[C@@H:20]3[NH:19][C:17](=[O:18])[C:9]=2[C:10]([OH:16])=[C:11]2[O:15][CH2:14][O:13][C:12]=12.[H][H]. The catalyst class is: 6. Product: [CH:7]1[C:8]2[C:21]3=[CH:22][C@H:23]([OH:31])[C@H:24]4[O:29][P:27]([OH:30])(=[O:28])[O:26][C@H:25]4[C@@H:20]3[NH:19][C:17](=[O:18])[C:9]=2[C:10]([OH:16])=[C:11]2[O:15][CH2:14][O:13][C:12]=12.